This data is from Reaction yield outcomes from USPTO patents with 853,638 reactions. The task is: Predict the reaction yield, written as a fraction of the theoretical maximum amount of product (1.0 means a 100% yield; for example, 0.34 means a 34% yield). The reactants are [CH2:1]([C:3]1[C:4]([CH3:26])=[C:5]2[C:9](=[C:10]([O:18][CH2:19][CH2:20][Si:21]([CH3:24])([CH3:23])[CH3:22])[C:11]=1[CH2:12][CH:13]=[C:14]([CH3:17])[CH2:15]O)[C:8](=[O:25])[O:7][CH2:6]2)[CH3:2].C1(P(C2C=CC=CC=2)C2C=CC=CC=2)C=CC=CC=1.C(Br)(Br)(Br)[Br:47]. The catalyst is C(Cl)Cl. The product is [Br:47][CH2:15][C:14]([CH3:17])=[CH:13][CH2:12][C:11]1[C:10]([O:18][CH2:19][CH2:20][Si:21]([CH3:23])([CH3:24])[CH3:22])=[C:9]2[C:5]([CH2:6][O:7][C:8]2=[O:25])=[C:4]([CH3:26])[C:3]=1[CH2:1][CH3:2]. The yield is 0.870.